This data is from Peptide-MHC class II binding affinity with 134,281 pairs from IEDB. The task is: Regression. Given a peptide amino acid sequence and an MHC pseudo amino acid sequence, predict their binding affinity value. This is MHC class II binding data. (1) The peptide sequence is LGVLLLIGCWYCRRRNGYR. The MHC is HLA-DPA10301-DPB10402 with pseudo-sequence HLA-DPA10301-DPB10402. The binding affinity (normalized) is 0.360. (2) The peptide sequence is ILSREYEARQGKTPL. The MHC is DRB1_0101 with pseudo-sequence DRB1_0101. The binding affinity (normalized) is 0.430.